This data is from Catalyst prediction with 721,799 reactions and 888 catalyst types from USPTO. The task is: Predict which catalyst facilitates the given reaction. (1) Reactant: [H-].[Na+].[Br:3][C:4]1[CH:9]=[CH:8][C:7]([N+:10]([O-:12])=[O:11])=[CH:6][C:5]=1[NH:13][C:14](=[O:16])[CH3:15].Br[CH2:18][C:19]([CH3:21])=[CH2:20]. Product: [Br:3][C:4]1[CH:9]=[CH:8][C:7]([N+:10]([O-:12])=[O:11])=[CH:6][C:5]=1[N:13]([CH2:20][C:19]([CH3:21])=[CH2:18])[C:14](=[O:16])[CH3:15]. The catalyst class is: 3. (2) Reactant: [OH:1][C@H:2]1[CH2:25][CH2:24][C@@:23]2([CH3:26])[C@@H:4]([CH2:5][CH2:6][C:7]3[C:8]4[C@:19]([CH3:27])([CH2:20][CH2:21][C:22]=32)[C@@H:11]([C@H:12]([CH3:18])[CH2:13][CH2:14][C:15]([OH:17])=[O:16])[CH2:10][CH:9]=4)[C:3]1([CH3:29])[CH3:28].C(=O)([O-])[O-].[Cs+].[Cs+].[CH2:36](Cl)[C:37]1[CH:42]=[CH:41][CH:40]=[CH:39][CH:38]=1. The catalyst class is: 3. Product: [CH2:36]([O:16][C:15](=[O:17])[CH2:14][CH2:13][C@H:12]([C@@H:11]1[C@:19]2([CH3:27])[C:8]([C:7]3[CH2:6][CH2:5][C@@H:4]4[C@:23]([C:22]=3[CH2:21][CH2:20]2)([CH3:26])[CH2:24][CH2:25][C@H:2]([OH:1])[C:3]4([CH3:28])[CH3:29])=[CH:9][CH2:10]1)[CH3:18])[C:37]1[CH:42]=[CH:41][CH:40]=[CH:39][CH:38]=1. (3) Reactant: C(O[C:4](=[O:27])/[CH:5]=[CH:6]/[C:7]1[N:12]=[CH:11][C:10]([CH2:13][NH:14][C:15]2([C:19]([O:21][CH:22]3[CH2:26][CH2:25][CH2:24][CH2:23]3)=[O:20])[CH2:18][CH2:17][CH2:16]2)=[CH:9][CH:8]=1)C.Cl.[NH2:29][OH:30].[OH-].[K+]. Product: [OH:30][NH:29][C:4](=[O:27])/[CH:5]=[CH:6]/[C:7]1[N:12]=[CH:11][C:10]([CH2:13][NH:14][C:15]2([C:19]([O:21][CH:22]3[CH2:26][CH2:25][CH2:24][CH2:23]3)=[O:20])[CH2:16][CH2:17][CH2:18]2)=[CH:9][CH:8]=1. The catalyst class is: 24. (4) Reactant: Br[C:2]1[CH:3]=[C:4]2[C:8](=[CH:9][CH:10]=1)[CH:7]([O:11][CH2:12][O:13][CH3:14])[CH:6]([CH2:15][CH2:16][CH:17]([N:19]([CH2:23][CH2:24][CH3:25])[CH2:20][CH2:21][CH3:22])[CH3:18])[CH2:5]2.C(Cl)(Cl)Cl.[CH3:30][N:31](C=O)C. Product: [C:30]([C:2]1[CH:3]=[C:4]2[C:8](=[CH:9][CH:10]=1)[CH:7]([O:11][CH2:12][O:13][CH3:14])[CH:6]([CH2:15][CH2:16][CH:17]([N:19]([CH2:23][CH2:24][CH3:25])[CH2:20][CH2:21][CH3:22])[CH3:18])[CH2:5]2)#[N:31]. The catalyst class is: 507. (5) Reactant: [CH2:1]([NH:8][CH:9]1[CH2:15][CH2:14][CH2:13][C:12]2[CH:16]=[CH:17][C:18]([O:20][CH2:21][C:22]([O:24][CH2:25][CH3:26])=[O:23])=[CH:19][C:11]=2[CH2:10]1)[C:2]1[CH:7]=[CH:6][CH:5]=[CH:4][CH:3]=1.[C:27](O[C:27]([O:29][C:30]([CH3:33])([CH3:32])[CH3:31])=[O:28])([O:29][C:30]([CH3:33])([CH3:32])[CH3:31])=[O:28]. Product: [CH2:25]([O:24][C:22](=[O:23])[CH2:21][O:20][C:18]1[CH:17]=[CH:16][C:12]2[CH2:13][CH2:14][CH2:15][CH:9]([N:8]([C:27]([O:29][C:30]([CH3:33])([CH3:32])[CH3:31])=[O:28])[CH2:1][C:2]3[CH:3]=[CH:4][CH:5]=[CH:6][CH:7]=3)[CH2:10][C:11]=2[CH:19]=1)[CH3:26]. The catalyst class is: 7. (6) Reactant: C(OC(=O)[NH:7][C:8]1([C:11]2[CH:16]=[CH:15][C:14]([C:17]3[N:21]=[C:20]([CH:22]4[CH2:24][CH2:23]4)[O:19][N:18]=3)=[CH:13][N:12]=2)[CH2:10][CH2:9]1)(C)(C)C.[ClH:26].C(OCC)C. Product: [ClH:26].[CH:22]1([C:20]2[O:19][N:18]=[C:17]([C:14]3[CH:15]=[CH:16][C:11]([C:8]4([NH2:7])[CH2:9][CH2:10]4)=[N:12][CH:13]=3)[N:21]=2)[CH2:24][CH2:23]1. The catalyst class is: 2. (7) Reactant: [Cl:1][C:2]1[CH:7]=[CH:6][CH:5]=[CH:4][C:3]=1[C:8]1[CH:13]=[C:12]([C:14]([F:17])([F:16])[F:15])[CH:11]=[CH:10][N:9]=1.C1C=C([Cl:24])C=C(C(OO)=O)C=1. Product: [Cl:24][C:10]1[CH:11]=[C:12]([C:14]([F:17])([F:15])[F:16])[CH:13]=[C:8]([C:3]2[CH:4]=[CH:5][CH:6]=[CH:7][C:2]=2[Cl:1])[N:9]=1. The catalyst class is: 25.